Dataset: Full USPTO retrosynthesis dataset with 1.9M reactions from patents (1976-2016). Task: Predict the reactants needed to synthesize the given product. (1) Given the product [CH:1](=[N:13][CH2:14][C:15]([O:17][C:18]([CH3:21])([CH3:20])[CH3:19])=[O:16])[C:2]1[CH:7]=[CH:6][CH:5]=[CH:4][CH:3]=1, predict the reactants needed to synthesize it. The reactants are: [CH:1](=O)[C:2]1[CH:7]=[CH:6][CH:5]=[CH:4][CH:3]=1.C(O)(=O)C.[NH2:13][CH2:14][C:15]([O:17][C:18]([CH3:21])([CH3:20])[CH3:19])=[O:16].C(N(CC)CC)C.S([O-])([O-])(=O)=O.[Na+].[Na+]. (2) The reactants are: [CH3:1][C:2]1[N:6]2[C:7]3[CH:13]=[C:12]([CH3:14])[NH:11][C:8]=3[CH:9]=[CH:10][C:5]2=[N:4][N:3]=1.C([O-])([O-])=O.[K+].[K+].[CH2:21](Br)[C:22]1[CH:27]=[CH:26][CH:25]=[CH:24][CH:23]=1. Given the product [CH2:21]([N:11]1[C:8]2[CH:9]=[CH:10][C:5]3[N:6]([C:2]([CH3:1])=[N:3][N:4]=3)[C:7]=2[CH:13]=[C:12]1[CH3:14])[C:22]1[CH:27]=[CH:26][CH:25]=[CH:24][CH:23]=1, predict the reactants needed to synthesize it. (3) Given the product [F:1][C:2]1[CH:3]=[C:4]([N+:9]([O-:11])=[O:10])[CH:5]=[CH:6][C:7]=1[O:23][C:20]1[CH:21]=[CH:22][C:17]([C:12]([CH2:15][CH3:16])([CH3:13])[CH3:14])=[CH:18][CH:19]=1, predict the reactants needed to synthesize it. The reactants are: [F:1][C:2]1[CH:3]=[C:4]([N+:9]([O-:11])=[O:10])[CH:5]=[CH:6][C:7]=1F.[C:12]([C:17]1[CH:22]=[CH:21][C:20]([OH:23])=[CH:19][CH:18]=1)([CH2:15][CH3:16])([CH3:14])[CH3:13].CS(C)=O.